From a dataset of NCI-60 drug combinations with 297,098 pairs across 59 cell lines. Regression. Given two drug SMILES strings and cell line genomic features, predict the synergy score measuring deviation from expected non-interaction effect. (1) Drug 1: C1CN1C2=NC(=NC(=N2)N3CC3)N4CC4. Drug 2: C1=NNC2=C1C(=O)NC=N2. Cell line: UACC62. Synergy scores: CSS=28.7, Synergy_ZIP=-0.0373, Synergy_Bliss=2.05, Synergy_Loewe=-10.7, Synergy_HSA=1.06. (2) Drug 1: CC(C1=C(C=CC(=C1Cl)F)Cl)OC2=C(N=CC(=C2)C3=CN(N=C3)C4CCNCC4)N. Drug 2: CCC(=C(C1=CC=CC=C1)C2=CC=C(C=C2)OCCN(C)C)C3=CC=CC=C3.C(C(=O)O)C(CC(=O)O)(C(=O)O)O. Cell line: SK-MEL-5. Synergy scores: CSS=-12.7, Synergy_ZIP=6.26, Synergy_Bliss=2.44, Synergy_Loewe=-2.44, Synergy_HSA=-4.33. (3) Drug 1: C1CCC(CC1)NC(=O)N(CCCl)N=O. Drug 2: CC1=CC2C(CCC3(C2CCC3(C(=O)C)OC(=O)C)C)C4(C1=CC(=O)CC4)C. Cell line: UO-31. Synergy scores: CSS=5.30, Synergy_ZIP=-2.90, Synergy_Bliss=-3.99, Synergy_Loewe=-4.83, Synergy_HSA=-3.04. (4) Drug 1: C1=NC(=NC(=O)N1C2C(C(C(O2)CO)O)O)N. Drug 2: CCN(CC)CCNC(=O)C1=C(NC(=C1C)C=C2C3=C(C=CC(=C3)F)NC2=O)C. Cell line: CAKI-1. Synergy scores: CSS=24.0, Synergy_ZIP=-5.07, Synergy_Bliss=3.25, Synergy_Loewe=-0.838, Synergy_HSA=1.80. (5) Drug 1: CN1C(=O)N2C=NC(=C2N=N1)C(=O)N. Drug 2: CCCCCOC(=O)NC1=NC(=O)N(C=C1F)C2C(C(C(O2)C)O)O. Cell line: OVCAR-8. Synergy scores: CSS=0.977, Synergy_ZIP=5.71, Synergy_Bliss=1.80, Synergy_Loewe=-0.529, Synergy_HSA=-0.0514. (6) Drug 1: C1=NC2=C(N=C(N=C2N1C3C(C(C(O3)CO)O)O)F)N. Drug 2: CCC(=C(C1=CC=CC=C1)C2=CC=C(C=C2)OCCN(C)C)C3=CC=CC=C3.C(C(=O)O)C(CC(=O)O)(C(=O)O)O. Cell line: HCT116. Synergy scores: CSS=8.14, Synergy_ZIP=-1.87, Synergy_Bliss=-2.06, Synergy_Loewe=-3.59, Synergy_HSA=-1.86.